Dataset: Forward reaction prediction with 1.9M reactions from USPTO patents (1976-2016). Task: Predict the product of the given reaction. (1) Given the reactants Br[C:2]1[CH:3]=[C:4]([CH:8]=[C:9]([C:11]([F:14])([F:13])[F:12])[CH:10]=1)[C:5]([OH:7])=[O:6].[C:15]([Cu])#[N:16].CO.ClCCl, predict the reaction product. The product is: [C:15]([C:2]1[CH:3]=[C:4]([CH:8]=[C:9]([C:11]([F:14])([F:13])[F:12])[CH:10]=1)[C:5]([OH:7])=[O:6])#[N:16]. (2) Given the reactants [CH2:1]([O:3][CH2:4][CH:5](O)[CH2:6][NH:7][C:8](=[O:14])[O:9][C:10]([CH3:13])([CH3:12])[CH3:11])[CH3:2].[C:16]1(=[O:26])[NH:20][C:19](=[O:21])[C:18]2=[CH:22][CH:23]=[CH:24][CH:25]=[C:17]12.C1(P(C2C=CC=CC=2)C2C=CC=CC=2)C=CC=CC=1.N(C(OC(C)C)=O)=NC(OC(C)C)=O, predict the reaction product. The product is: [C:10]([O:9][C:8](=[O:14])[NH:7][CH2:6][CH:5]([N:20]1[C:16](=[O:26])[C:17]2[C:18](=[CH:22][CH:23]=[CH:24][CH:25]=2)[C:19]1=[O:21])[CH2:4][O:3][CH2:1][CH3:2])([CH3:13])([CH3:12])[CH3:11]. (3) Given the reactants C([Li])CCC.[Cl:6][C:7]1[CH:12]=[CH:11][C:10]([Cl:13])=[CH:9][N:8]=1.[C:14]([O:18][C:19]([N:21]1[CH2:26][CH2:25][C:24](=[O:27])[CH2:23][CH2:22]1)=[O:20])([CH3:17])([CH3:16])[CH3:15].[Cl-].[NH4+], predict the reaction product. The product is: [C:14]([O:18][C:19]([N:21]1[CH2:26][CH2:25][C:24]([OH:27])([C:9]2[C:10]([Cl:13])=[CH:11][CH:12]=[C:7]([Cl:6])[N:8]=2)[CH2:23][CH2:22]1)=[O:20])([CH3:17])([CH3:15])[CH3:16]. (4) Given the reactants [S:1]1[C:5]([CH2:6][O:7][C:8]([NH:10][CH2:11][CH2:12][CH2:13][NH:14][C:15](=[O:21])[O:16][C:17]([CH3:20])([CH3:19])[CH3:18])=[O:9])=[CH:4][N:3]=[CH:2]1.[H-].[Na+].[CH3:24][O:25][C:26]1[CH:33]=[CH:32][C:29]([CH2:30]Br)=[CH:28][CH:27]=1, predict the reaction product. The product is: [CH3:24][O:25][C:26]1[CH:33]=[CH:32][C:29]([CH2:30][N:14]([CH2:13][CH2:12][CH2:11][N:10]([CH2:30][C:29]2[CH:32]=[CH:33][C:26]([O:25][CH3:24])=[CH:27][CH:28]=2)[C:8]([O:7][CH2:6][C:5]2[S:1][CH:2]=[N:3][CH:4]=2)=[O:9])[C:15](=[O:21])[O:16][C:17]([CH3:18])([CH3:20])[CH3:19])=[CH:28][CH:27]=1. (5) The product is: [CH:24]([C:8]1([C:7]2[CH:16]=[CH:17][CH:18]=[CH:5][N:6]=2)[CH:13]=[CH:12][CH:11]=[CH:10][NH:9]1)([CH2:25][CH3:26])[CH3:29]. Given the reactants C([C:5]1[CH:18]=[CH:17][C:16]2[C:7](=[C:8]3[C:13](=CC=2)[CH:12]=[CH:11][C:10](C(CC)C)=[N:9]3)[N:6]=1)(CC)C.N1C=C[CH:26]=[CH:25][C:24]=1[C:29]1C=CC=CN=1.C([Li])(CC)C, predict the reaction product. (6) Given the reactants [CH3:1][C:2]1([CH3:16])[CH2:11][CH2:10][C:9]2[C:4](=[C:5]([C:12]([O:14]C)=[O:13])[CH:6]=[CH:7][CH:8]=2)[NH:3]1.[OH-].[Na+].Cl, predict the reaction product. The product is: [CH3:1][C:2]1([CH3:16])[CH2:11][CH2:10][C:9]2[C:4](=[C:5]([C:12]([OH:14])=[O:13])[CH:6]=[CH:7][CH:8]=2)[NH:3]1. (7) Given the reactants C(OC(=O)NC1(C2C=CC(C3C(C4C=CC=CC=4)=CC4N(CCC#N)C(=O)COC=4N=3)=CC=2)CCC1)(C)(C)C.[O:40]=[C:41]1[CH2:46][O:45][C:44]2[N:47]=[C:48]([C:57]3[CH:62]=[CH:61][C:60]([C:63]4([NH:67][C:68](=[O:74])[O:69][C:70]([CH3:73])([CH3:72])[CH3:71])[CH2:66][CH2:65][CH2:64]4)=[CH:59][CH:58]=3)[C:49]([C:51]3[CH:56]=[CH:55][CH:54]=[CH:53][CH:52]=3)=[CH:50][C:43]=2[NH:42]1.[F:75][CH:76]([F:79])[CH2:77]I, predict the reaction product. The product is: [C:70]([O:69][C:68](=[O:74])[NH:67][C:63]1([C:60]2[CH:61]=[CH:62][C:57]([C:48]3[C:49]([C:51]4[CH:52]=[CH:53][CH:54]=[CH:55][CH:56]=4)=[CH:50][C:43]4[N:42]([CH2:77][CH:76]([F:79])[F:75])[C:41](=[O:40])[CH2:46][O:45][C:44]=4[N:47]=3)=[CH:58][CH:59]=2)[CH2:64][CH2:65][CH2:66]1)([CH3:71])([CH3:73])[CH3:72].